Dataset: Retrosynthesis with 50K atom-mapped reactions and 10 reaction types from USPTO. Task: Predict the reactants needed to synthesize the given product. (1) The reactants are: C[Si](C)(C)C#Cc1cncc(C#N)c1.O=Cc1cc(I)ccc1F. Given the product N#Cc1cncc(C#Cc2ccc(F)c(C=O)c2)c1, predict the reactants needed to synthesize it. (2) Given the product CCOC(=O)CCc1ccc(OCc2c(-c3ccc(CC)cc3)nsc2C(C)C)c(C)c1C, predict the reactants needed to synthesize it. The reactants are: C=C(C)c1snc(-c2ccc(CC)cc2)c1COc1ccc(CCC(=O)OCC)c(C)c1C. (3) The reactants are: CC(C)(C)OC(=O)CBr.O=C1NCCN1c1ccccn1. Given the product CC(C)(C)OC(=O)CN1CCN(c2ccccn2)C1=O, predict the reactants needed to synthesize it. (4) Given the product Cc1nc(-c2ccccn2)ncc1C(=O)Nn1ccc2c(F)cccc21, predict the reactants needed to synthesize it. The reactants are: Cc1nc(-c2ccccn2)ncc1C(=O)O.Nn1ccc2c(F)cccc21. (5) Given the product CC(C)(C)N1CCC[C@@H](Oc2cc(F)c(C(=O)NS(C)(=O)=O)cc2C2CC2)C1, predict the reactants needed to synthesize it. The reactants are: CC(C)(C)N1CCC[C@@H](Oc2cc(F)c(C(=O)[O-])cc2C2CC2)C1.CS(N)(=O)=O. (6) Given the product NCCCCCCNC(=O)n1cc(F)c(=O)[nH]c1=O, predict the reactants needed to synthesize it. The reactants are: CC(C)(C)OC(=O)NCCCCCCNC(=O)n1cc(F)c(=O)[nH]c1=O. (7) Given the product CCC1CN(C(Cc2ccc3ccccc3c2)C(=O)NC)CCN1C(=O)C(N)Cc1ccc(F)cc1, predict the reactants needed to synthesize it. The reactants are: CCC1CN(C(Cc2ccc3ccccc3c2)C(=O)NC)CCN1C(=O)C(Cc1ccc(F)cc1)NC(=O)OC(C)(C)C. (8) The reactants are: COC(=O)[C@@]12C[C@H]1C=CCCCCC[C@H](N)C(=O)N1C[C@H](Oc3nc(-c4cc(C)nn4C)nc4ccsc34)C[C@H]1C(=O)N2.O=C(O)CC1CC1. Given the product COC(=O)[C@@]12C[C@H]1C=CCCCCC[C@H](NC(=O)CC1CC1)C(=O)N1C[C@H](Oc3nc(-c4cc(C)nn4C)nc4ccsc34)C[C@H]1C(=O)N2, predict the reactants needed to synthesize it. (9) Given the product CC(C)(C)OC(=O)NC[C@@H]1CNCC[C@@H]1O, predict the reactants needed to synthesize it. The reactants are: CC(C)(C)OC(=O)NC[C@@H]1CN(Cc2ccccc2)CC[C@@H]1O. (10) Given the product CCC=C(C)C(O)CCC(C)C, predict the reactants needed to synthesize it. The reactants are: CCC=C(C)C(CCC(C)C)OC.